Dataset: Experimentally validated miRNA-target interactions with 360,000+ pairs, plus equal number of negative samples. Task: Binary Classification. Given a miRNA mature sequence and a target amino acid sequence, predict their likelihood of interaction. (1) The miRNA is hsa-miR-551b-3p with sequence GCGACCCAUACUUGGUUUCAG. The protein sequence of the target gene is MASGRPEELWEAVVGAAERFQARTGTELVLLTAAPPPPPRPGPCAYAAHGRGALAEAARRCLHDIAQAHRAATATRPPGPPPAPQPPSPAPSPPPRPALAREDEEEDEDEPTETETSGERLGGSDNGGLFMMDEDATLQDLPPFCESDPESTDDGSLSEETPAGPTACPQPPATALPTQQYAKSLPVSVPVWAFKEKRTEARSSDEENGPPSSPDLDRIAASMRALVLREAEDTQVFGDLPRPRLNTSDFQKLKRKY. Result: 0 (no interaction). (2) The miRNA is hsa-miR-30c-1-3p with sequence CUGGGAGAGGGUUGUUUACUCC. The protein sequence of the target gene is MAAPLIPLSQQIPTGNSLYESYYKQVDPAYTGRVGASEAALFLKKSGLSDIILGKIWDLADPEGKGFLDKQGFYVALRLVACAQSGHEVTLSNLNLSMPPPKFHDTSSPLMVTPPSAEAHWAVRVEEKAKFDGIFESLLPINGLLSGDKVKPVLMNSKLPLDVLGRVWDLSDIDKDGHLDRDEFAVAMHLVYRALEKEPVPSALPPSLIPPSKRKKTVFPGAVPVLPASPPPKDSLRSTPSHGSVSSLNSTGSLSPKHSLKQTQPTVNWVVPVADKMRFDEIFLKTDLDLDGYVSGQEVK.... Result: 1 (interaction).